This data is from Reaction yield outcomes from USPTO patents with 853,638 reactions. The task is: Predict the reaction yield, written as a fraction of the theoretical maximum amount of product (1.0 means a 100% yield; for example, 0.34 means a 34% yield). (1) The reactants are [CH3:1][C:2]1([CH3:15])[C:14]2[CH:13]=[CH:12][CH:11]=[CH:10][C:9]=2[C:8]2[C:3]1=[CH:4][CH:5]=[CH:6][CH:7]=2.[Br:16][C:17]1[CH:18]=[C:19]2[C:24](=[O:25])[O:23][C:21](=[O:22])[C:20]2=[CH:26][CH:27]=1.ClCCl.[Cl-].[Al+3].[Cl-].[Cl-]. The catalyst is O. The product is [Br:16][C:17]1[CH:27]=[CH:26][C:20]([C:21]([C:5]2[CH:6]=[CH:7][C:8]3[C:9]4[C:14](=[CH:13][CH:12]=[CH:11][CH:10]=4)[C:2]([CH3:15])([CH3:1])[C:3]=3[CH:4]=2)=[O:22])=[C:19]([CH:18]=1)[C:24]([OH:25])=[O:23]. The yield is 0.500. (2) The reactants are C([O:8][C@@H:9]1[C@@:13]([CH2:23][O:24][S:25]([C:28]2[CH:33]=[CH:32][C:31]([CH3:34])=[CH:30][CH:29]=2)(=[O:27])=[O:26])([CH2:14][O:15]CC2C=CC=CC=2)[O:12][C@@H:11]([N:35]2[CH:42]=[CH:41][C:39](=[O:40])[NH:38][C:36]2=[O:37])[C@@H:10]1[O:43][S:44]([C:47]1[CH:52]=[CH:51][C:50]([CH3:53])=[CH:49][CH:48]=1)(=[O:46])=[O:45])C1C=CC=CC=1. The catalyst is C(O)C.[OH-].[Pd+2].[OH-]. The product is [C:50]1([CH3:53])[CH:51]=[CH:52][C:47]([S:44]([O:43][C@@H:10]2[C@H:9]([OH:8])[C@@:13]([CH2:23][O:24][S:25]([C:28]3[CH:29]=[CH:30][C:31]([CH3:34])=[CH:32][CH:33]=3)(=[O:26])=[O:27])([CH2:14][OH:15])[O:12][C@H:11]2[N:35]2[CH:42]=[CH:41][C:39](=[O:40])[NH:38][C:36]2=[O:37])(=[O:46])=[O:45])=[CH:48][CH:49]=1. The yield is 0.490.